From a dataset of Full USPTO retrosynthesis dataset with 1.9M reactions from patents (1976-2016). Predict the reactants needed to synthesize the given product. (1) Given the product [I:1][C:2]1[CH:3]=[C:4]([NH:10][C:40]([C:35]2[C:34]([Cl:33])=[CH:39][CH:38]=[CH:37][N:36]=2)=[O:41])[C:5]([NH:8][CH3:9])=[N:6][CH:7]=1, predict the reactants needed to synthesize it. The reactants are: [I:1][C:2]1[CH:3]=[C:4]([NH2:10])[C:5]([NH:8][CH3:9])=[N:6][CH:7]=1.CCN=C=NCCCN(C)C.Cl.C1C=CC2N(O)N=NC=2C=1.[Cl:33][C:34]1[C:35]([C:40](O)=[O:41])=[N:36][CH:37]=[CH:38][CH:39]=1. (2) Given the product [CH3:1][N:2]([C@@H:13]1[CH2:17][CH2:16][NH:15][CH2:14]1)[C:3](=[O:12])[O:4][CH2:5][C:6]1[CH:11]=[CH:10][CH:9]=[CH:8][CH:7]=1, predict the reactants needed to synthesize it. The reactants are: [CH3:1][N:2]([C@H:13]1[CH2:17][CH2:16][NH:15][CH2:14]1)[C:3](=[O:12])[O:4][CH2:5][C:6]1[CH:11]=[CH:10][CH:9]=[CH:8][CH:7]=1.C(OC(N([C@@H]1CCN(C(OC(C)(C)C)=O)C1)C)=O)C1C=CC=CC=1.